Dataset: Experimentally validated miRNA-target interactions with 360,000+ pairs, plus equal number of negative samples. Task: Binary Classification. Given a miRNA mature sequence and a target amino acid sequence, predict their likelihood of interaction. (1) The miRNA is hsa-miR-1471 with sequence GCCCGCGUGUGGAGCCAGGUGU. The protein sequence of the target gene is MELGPEPPHRRRLLFTCSPTPAPQPTGKVQFGASRAGGLSPVTNLTVTMDQLEGLGSDYEKPMDVRNSSSLQRMGSSESTDSGFCLDSPGPLDSKENLEISLRRINCLPQKLLGCSPALKRSHSDSLDHDIFQLIDQDENKENEAFEFKKPIRPASRGCLNAHVHEESKDPFTHRQNSAPARMLSSNESDISESGNFSPLFTPQSPVKASLSDEDDGFIDLLDGENLKNDEETPSCMSSLWTAPLVMRRPTNLADRCGLFDSPSPCSSTSSCSTRAVKRADRSHEESPRGTKRRKSSEAS.... Result: 0 (no interaction). (2) The miRNA is hsa-miR-378b with sequence ACUGGACUUGGAGGCAGAA. The protein sequence of the target gene is MASSEVARHLLFQSHMATKTTCMSSQGSDDEQIKRENIRSLTMSGHVGFESLPDQLVNRSIQQGFCFNILCVGETGIGKSTLIDTLFNTNFEDYESSHFCPNVKLKAQTYELQESNVQLKLTIVNTVGFGDQINKEESYQPIVDYIDAQFEAYLQEELKIKRSLFTYHDSRIHVCLYFISPTGHSLKTLDLLTMKNLDSKVNIIPVIAKADTVSKTELQKFKIKLMSELVSNGVQIYQFPTDDDTIAKVNAAMNGQLPFAVVGSMDEVKVGNKMVKARQYPWGVVQVENENHCDFVKLRE.... Result: 0 (no interaction). (3) The miRNA is hsa-miR-486-5p with sequence UCCUGUACUGAGCUGCCCCGAG. The protein sequence of the target gene is MKRGIRRDPFRKRKLGGRAKKVREPTAVNSFYREASLPSVWASLRRREMVRSGARPGQVLSSGRHTGPAKLTNGKKATYLRKIPRFNADSGYSIHSDSESQAETVHGLDGCASLLRDILRNEDSGSETAYLENRSNSRPLESKRYGSKKKRHEKHTIPLVVQKETSSSDNKKQIPNEASARSERDTSDLEQNWSLQDHYRMYSPIIYQALCEHVQTQMSLMNDLTSKNIPNGIPAVPCHAPSHSESQATPHSSYGLCTSTPVWSLQRPPCPPKVHSEVQTDGNSQFASQGKTVSATCTDV.... Result: 1 (interaction). (4) The miRNA is hsa-miR-6880-5p with sequence UGGUGGAGGAAGAGGGCAGCUC. The protein sequence of the target gene is MMAAALGPPEVIAQLENAAKVLMAPPSMVNNEQRQHAEHIFLSFRKSKSPFAVCKHILETSKVDYVLFQAATAIMEAVVREWILLEKGSIESLRTFLLTYVLQRPNLQKYVREQILLAVAVIVKRGSLDKSIDCKSIFHEVSQLISSGNPTVQTLACSILTALLSEFSSSSKTSNIGLSMEFHGNCKRVFQEEDLRQIFMLTVEVLQEFSRRENLNAQMSSVFQRYLALANQVLSWNFLPPNLGRHYIAMFESSQNVLLKPTESWRETLLDSRVMELFFTVHRKIREDSDMAQDSLQCLA.... Result: 1 (interaction). (5) The miRNA is cel-miR-255-3p with sequence AAACUGAAGAGAUUUUUUACAG. The protein sequence of the target gene is MEPGLWLLFGLTVTSAAGFVPCSQSGDAGRRGVSQAPTAARSEGDCEETVAGPGEETVAGPGEGTVAPTALQGPSPGSPGQEQAAEGAPEHHRSRRCTCFTYKDKECVYYCHLDIIWINTPEQTVPYGLSNYRGSFRGKRSAGPLPGNLQLSHRPHLRCACVGRYDKACLHFCTQTLDVSSNSRTAEKTDKEEEGKVEVKDQQSKQALDLHHPKLMPGSGLALAPSTCPRCLFQEGAP. Result: 0 (no interaction). (6) The miRNA is hsa-miR-199b-5p with sequence CCCAGUGUUUAGACUAUCUGUUC. The protein sequence of the target gene is MLPPQKKPWESMAKGLVLGALFTSFLLLVYSYAVPPLHAGLASTTPEAAASCSPPALEPEAVIRANGSAGECQPRRNIVFLKTHKTASSTLLNILFRFGQKHRLKFAFPNGRNDFDYPTFFARSLVQDYRPGACFNIICNHMRFHYDEVRGLVPTNAIFITVLRDPARLFESSFHYFGPVVPLTWKLSAGDKLTEFLQDPDRYYDPNGFNAHYLRNLLFFDLGYDNSLDPSSPQVQEHILEVERRFHLVLLQEYFDESLVLLKDLLCWELEDVLYFKLNARRDSPVPRLSGELYGRATAW.... Result: 0 (no interaction). (7) The miRNA is hsa-miR-7703 with sequence UUGCACUCUGGCCUUCUCCCAGG. The protein sequence of the target gene is MGSDVRDLNALLPAVPSLGGGGGCALPVSGAAQWAPVLDFAPPGASAYGSLGGPAPPPAPPPPPPPPPHSFIKQEPSWGGAEPHEEQCLSAFTVHFSGQFTGTAGACRYGPFGPPPPSQASSGQARMFPNAPYLPSCLESQPAIRNQGYSTVTFDGTPSYGHTPSHHAAQFPNHSFKHEDPMGQQGSLGEQQYSVPPPVYGCHTPTDSCTGSQALLLRTPYSSDNLYQMTSQLECMTWNQMNLGATLKGVAAGSSSSVKWTEGQSNHSTGYESDNHTTPILCGAQYRIHTHGVFRGIQDV.... Result: 1 (interaction).